Task: Predict which catalyst facilitates the given reaction.. Dataset: Catalyst prediction with 721,799 reactions and 888 catalyst types from USPTO (1) Reactant: C(OC([N:8]1[CH2:13][CH2:12][CH:11]([N:14]2[CH:18]=[C:17]([C:19]3[C:20]([O:34][CH:35]4[CH2:38][CH2:37][CH2:36]4)=[C:21]4[C:26](=[CH:27][CH:28]=3)[N:25]([C:29]([O:31][CH3:32])=[O:30])[C@@H:24]([CH3:33])[CH2:23][CH2:22]4)[CH:16]=[N:15]2)[CH:10]([O:39][CH3:40])[CH2:9]1)=O)(C)(C)C.FC(F)(F)C(O)=O. Product: [CH:35]1([O:34][C:20]2[C:19]([C:17]3[CH:16]=[N:15][N:14]([CH:11]4[CH2:12][CH2:13][NH:8][CH2:9][CH:10]4[O:39][CH3:40])[CH:18]=3)=[CH:28][CH:27]=[C:26]3[C:21]=2[CH2:22][CH2:23][C@H:24]([CH3:33])[N:25]3[C:29]([O:31][CH3:32])=[O:30])[CH2:36][CH2:37][CH2:38]1. The catalyst class is: 4. (2) Reactant: Cl[C:2]1[C:11]2=[N:12][N:13](CC3C=CC(OC)=CC=3)[CH:14]=[C:10]2[C:9]2[CH:8]=[C:7]([O:24][CH3:25])[CH:6]=[CH:5][C:4]=2[N:3]=1.[CH3:26][N:27]1[CH2:32][CH2:31][CH:30]([C:33]2[CH:39]=[CH:38][C:36]([NH2:37])=[CH:35][CH:34]=2)[CH2:29][CH2:28]1.Cl. Product: [CH3:25][O:24][C:7]1[CH:6]=[CH:5][C:4]2[N:3]=[C:2]([NH:37][C:36]3[CH:38]=[CH:39][C:33]([CH:30]4[CH2:29][CH2:28][N:27]([CH3:26])[CH2:32][CH2:31]4)=[CH:34][CH:35]=3)[C:11]3=[N:12][NH:13][CH:14]=[C:10]3[C:9]=2[CH:8]=1. The catalyst class is: 71. (3) Reactant: Cl.[N:2]1[CH:7]=[CH:6][C:5]([C:8](=[NH:10])[NH2:9])=[CH:4][CH:3]=1.O.[NH2:12]N.[CH:14]1([C:19]([NH:21][CH:22]([CH2:30][CH3:31])[C:23](=O)[C:24](OCC)=[O:25])=[O:20])[CH2:18][CH2:17][CH2:16][CH2:15]1. Product: [O:25]=[C:24]1[C:23]([CH:22]([NH:21][C:19]([CH:14]2[CH2:18][CH2:17][CH2:16][CH2:15]2)=[O:20])[CH2:30][CH3:31])=[N:12][N:9]=[C:8]([C:5]2[CH:6]=[CH:7][N:2]=[CH:3][CH:4]=2)[NH:10]1. The catalyst class is: 8. (4) The catalyst class is: 142. Product: [CH3:1][O:2][C:3]1[CH:22]=[CH:21][C:6]([C:7]([O:37][CH2:36][C@H:34]2[S:35][C@@H:29]([N:38]3[CH:45]=[CH:44][C:42](=[O:43])[NH:41][C:39]3=[O:40])[C@:30]([C:46](=[O:48])[CH3:47])([OH:31])[C@@H:32]2[O:33][C:27](=[O:54])[CH3:28])([C:14]2[CH:19]=[CH:18][CH:17]=[CH:16][CH:15]=2)[C:8]2[CH:13]=[CH:12][CH:11]=[CH:10][CH:9]=2)=[CH:5][CH:4]=1. Reactant: [CH3:1][O:2][C:3]1[CH:22]=[CH:21][C:6]([C:7](Cl)([C:14]2[CH:19]=[CH:18][CH:17]=[CH:16][CH:15]=2)[C:8]2[CH:13]=[CH:12][CH:11]=[CH:10][CH:9]=2)=[CH:5][CH:4]=1.N1[CH:28]=[CH:27]C=CC=1.[C@@H:29]1([N:38]2[CH:45]=[CH:44][C:42](=[O:43])[NH:41][C:39]2=[O:40])[S:35][C@H:34]([CH2:36][OH:37])[C@@H:32]([OH:33])[C@H:30]1[OH:31].[C:46](OC(=O)C)(=[O:48])[CH3:47].C[OH:54]. (5) Reactant: [C:1]12([CH2:11][CH2:12][O:13][C:14]3[CH:15]=[C:16]([CH2:20][C@H:21]([NH:23]C(=O)OC(C)(C)C)[CH3:22])[CH:17]=[CH:18][CH:19]=3)[CH2:10][CH:5]3[CH2:6][CH:7]([CH2:9][CH:3]([CH2:4]3)[CH2:2]1)[CH2:8]2. Product: [C:1]12([CH2:11][CH2:12][O:13][C:14]3[CH:15]=[C:16]([CH2:20][C@H:21]([NH2:23])[CH3:22])[CH:17]=[CH:18][CH:19]=3)[CH2:10][CH:5]3[CH2:6][CH:7]([CH2:9][CH:3]([CH2:4]3)[CH2:2]1)[CH2:8]2. The catalyst class is: 33. (6) The catalyst class is: 2. Reactant: [OH:1][C:2]([C:4]([F:7])([F:6])[F:5])=[O:3].[F:8][C:9]1[CH:10]=[C:11]([NH:36][C:37]([C:39]2[C:40](=[O:52])[N:41]([C:45]3[CH:50]=[CH:49][C:48]([F:51])=[CH:47][CH:46]=3)[CH:42]=[CH:43][CH:44]=2)=[O:38])[CH:12]=[CH:13][C:14]=1[O:15][C:16]1[C:25]2[C:20](=[CH:21][C:22]([O:28][CH2:29][CH:30]3[CH2:35][CH2:34][NH:33][CH2:32][CH2:31]3)=[C:23]([O:26][CH3:27])[CH:24]=2)[N:19]=[CH:18][CH:17]=1.C=O. Product: [F:8][C:9]1[CH:10]=[C:11]([NH:36][C:37]([C:39]2[C:40](=[O:52])[N:41]([C:45]3[CH:46]=[CH:47][C:48]([F:51])=[CH:49][CH:50]=3)[CH:42]=[CH:43][CH:44]=2)=[O:38])[CH:12]=[CH:13][C:14]=1[O:15][C:16]1[C:25]2[C:20](=[CH:21][C:22]([O:28][CH2:29][CH:30]3[CH2:35][CH2:34][N:33]([CH3:2])[CH2:32][CH2:31]3)=[C:23]([O:26][CH3:27])[CH:24]=2)[N:19]=[CH:18][CH:17]=1.[C:2]([OH:3])([C:4]([F:7])([F:6])[F:5])=[O:1]. (7) Reactant: [O:1]1[C:5]2[CH:6]=[CH:7][CH:8]=[CH:9][C:4]=2[CH:3]=[C:2]1[C:10]([NH:12][C@@H:13]([CH2:29][CH2:30][CH2:31][NH:32][C:33](=[O:42])[CH2:34][CH2:35][C:36]1[CH:41]=[CH:40][CH:39]=[CH:38][CH:37]=1)[C:14]([NH:16][CH2:17][CH2:18][C:19]1[CH:28]=[CH:27][C:22]([C:23]([O:25]C)=[O:24])=[CH:21][CH:20]=1)=[O:15])=[O:11].[OH-].[Na+:44]. Product: [O:1]1[C:5]2[CH:6]=[CH:7][CH:8]=[CH:9][C:4]=2[CH:3]=[C:2]1[C:10]([NH:12][C@@H:13]([CH2:29][CH2:30][CH2:31][NH:32][C:33](=[O:42])[CH2:34][CH2:35][C:36]1[CH:37]=[CH:38][CH:39]=[CH:40][CH:41]=1)[C:14]([NH:16][CH2:17][CH2:18][C:19]1[CH:28]=[CH:27][C:22]([C:23]([O-:25])=[O:24])=[CH:21][CH:20]=1)=[O:15])=[O:11].[Na+:44]. The catalyst class is: 111.